Dataset: Catalyst prediction with 721,799 reactions and 888 catalyst types from USPTO. Task: Predict which catalyst facilitates the given reaction. (1) Reactant: C1C[O:4][CH2:3]C1.[CH2:6]([O:8][C:9]1[CH:14]=[CH:13][C:12]([C:15]2[CH:20]=[CH:19][CH:18]=[C:17]([F:21])[C:16]=2[F:22])=[C:11]([F:23])[C:10]=1[F:24])[CH3:7].C([Li])(CC)C. Product: [CH2:6]([O:8][C:9]1([CH:3]=[O:4])[CH:14]=[CH:13][C:12]([C:15]2[CH:20]=[CH:19][CH:18]=[C:17]([F:21])[C:16]=2[F:22])=[C:11]([F:23])[CH:10]1[F:24])[CH3:7]. The catalyst class is: 3. (2) Reactant: Br[Mg][C:3]1[CH:8]=[CH:7][C:6]([Cl:9])=[CH:5][CH:4]=1.[CH3:10][N:11]1[CH2:16][CH2:15][CH:14]=[C:13]([C:17]([O:19][CH3:20])=[O:18])[CH2:12]1. Product: [Cl:9][C:6]1[CH:7]=[CH:8][C:3]([CH:14]2[CH2:15][CH2:16][N:11]([CH3:10])[CH2:12][CH:13]2[C:17]([O:19][CH3:20])=[O:18])=[CH:4][CH:5]=1. The catalyst class is: 28. (3) Reactant: [C:1]1([CH3:14])[CH:6]=[CH:5][CH:4]=[C:3]([C:7]2([C:10]([F:13])([F:12])[F:11])[NH:9][NH:8]2)[CH:2]=1.C(N(CC)CC)C.ClOC(C)(C)C.S([O-])([O-])=O.[Na+].[Na+]. Product: [C:1]1([CH3:14])[CH:6]=[CH:5][CH:4]=[C:3]([C:7]2([C:10]([F:11])([F:13])[F:12])[N:9]=[N:8]2)[CH:2]=1. The catalyst class is: 8. (4) Reactant: C1COCC1.[C:6](O)(=[O:24])[CH2:7][CH2:8][CH2:9][CH2:10][CH2:11][CH2:12][CH2:13]/[CH:14]=[CH:15]\[CH2:16]/[CH:17]=[CH:18]\[CH2:19][CH2:20][CH2:21][CH2:22][CH3:23].COCCO[AlH2-]OCCOC.[Na+].S([O-])([O-])(=O)=O.[Na+].[Na+]. Product: [CH2:6]([OH:24])[CH2:7][CH2:8][CH2:9][CH2:10][CH2:11][CH2:12][CH2:13]/[CH:14]=[CH:15]\[CH2:16]/[CH:17]=[CH:18]\[CH2:19][CH2:20][CH2:21][CH2:22][CH3:23]. The catalyst class is: 133. (5) Reactant: Cl[C:2]1[N:7]=[C:6]([C:8]2[CH:13]=[CH:12][N:11]=[C:10]([C:14]([N:16]([CH2:19][CH3:20])[CH2:17][CH3:18])=[O:15])[CH:9]=2)[C:5]([CH3:21])=[CH:4][N:3]=1.C(O)(=O)C(O)=O.[S:28]1[CH:32]=[CH:31][C:30]([NH2:33])=[CH:29]1.O.C1(C)C=CC(S(O)(=O)=O)=CC=1.O. Product: [CH2:17]([N:16]([CH2:19][CH3:20])[C:14]([C:10]1[CH:9]=[C:8]([C:6]2[C:5]([CH3:21])=[CH:4][N:3]=[C:2]([NH:33][C:30]3[CH:31]=[CH:32][S:28][CH:29]=3)[N:7]=2)[CH:13]=[CH:12][N:11]=1)=[O:15])[CH3:18]. The catalyst class is: 12. (6) Reactant: [C:1]([O:5][C:6]([N:8]1[CH2:13][CH2:12][CH:11]([O:14][C:15]2[CH:23]=[C:22]([S:24][CH3:25])[CH:21]=[CH:20][C:16]=2[C:17]([OH:19])=O)[CH2:10][CH2:9]1)=[O:7])([CH3:4])([CH3:3])[CH3:2].N1C=CC=CC=1.C(Cl)(=O)C(Cl)=O.[NH2:38][C:39]1[C:40]([C:45]([NH:47][C:48]2[CH:53]=[CH:52][C:51]([Cl:54])=[CH:50][N:49]=2)=[O:46])=[N:41][CH:42]=[CH:43][CH:44]=1. Product: [C:1]([O:5][C:6]([N:8]1[CH2:9][CH2:10][CH:11]([O:14][C:15]2[CH:23]=[C:22]([S:24][CH3:25])[CH:21]=[CH:20][C:16]=2[C:17]([NH:38][C:39]2[C:40]([C:45]([NH:47][C:48]3[CH:53]=[CH:52][C:51]([Cl:54])=[CH:50][N:49]=3)=[O:46])=[N:41][CH:42]=[CH:43][CH:44]=2)=[O:19])[CH2:12][CH2:13]1)=[O:7])([CH3:3])([CH3:2])[CH3:4]. The catalyst class is: 139. (7) Reactant: Br[C:2]1[C:10]2[O:9][CH:8]=[CH:7][C:6]=2[CH:5]=[C:4]([O:11][CH3:12])[CH:3]=1.[CH3:13]B(O)O.C([O-])([O-])=O.[Cs+].[Cs+]. Product: [CH3:12][O:11][C:4]1[CH:3]=[C:2]([CH3:13])[C:10]2[O:9][CH:8]=[CH:7][C:6]=2[CH:5]=1. The catalyst class is: 117. (8) Reactant: [CH3:1][N:2]([CH3:12])[C:3]1[CH:8]=[CH:7][N:6]=[C:5]([C:9]([OH:11])=O)[CH:4]=1.F[B-](F)(F)F.N1(OC(N(C)C)=[N+](C)C)C2C=CC=CC=2N=N1.C(NCC)(C)C.[NH2:41][C@@H:42]1[C:50]2[C:45](=[CH:46][CH:47]=[CH:48][CH:49]=2)[CH2:44][C@@H:43]1[OH:51].C(N(C(C)C)CC)(C)C. Product: [CH3:12][N:2]([CH3:1])[C:3]1[CH:8]=[CH:7][N:6]=[C:5]([C:9]([NH:41][C@@H:42]2[C:50]3[C:45](=[CH:46][CH:47]=[CH:48][CH:49]=3)[CH2:44][C@@H:43]2[OH:51])=[O:11])[CH:4]=1. The catalyst class is: 136. (9) Reactant: [CH2:1]([C:3]1[O:4][C:5]2[CH:21]=[CH:20][C:19]([F:22])=[CH:18][C:6]=2[C:7]=1[C:8]([C:10]1[CH:15]=[CH:14][C:13]([O:16]C)=[CH:12][CH:11]=1)=[O:9])[CH3:2]. Product: [CH2:1]([C:3]1[O:4][C:5]2[CH:21]=[CH:20][C:19]([F:22])=[CH:18][C:6]=2[C:7]=1[C:8]([C:10]1[CH:11]=[CH:12][C:13]([OH:16])=[CH:14][CH:15]=1)=[O:9])[CH3:2]. The catalyst class is: 3.